From a dataset of Catalyst prediction with 721,799 reactions and 888 catalyst types from USPTO. Predict which catalyst facilitates the given reaction. (1) Reactant: CO[C:3](=[O:15])[C@H:4]([CH2:13][OH:14])[NH:5][C:6]([O:8][C:9]([CH3:12])([CH3:11])[CH3:10])=[O:7].[CH2:16]([NH2:19])[CH2:17][NH2:18]. Product: [NH2:18][CH2:17][CH2:16][NH:19][C:3](=[O:15])[C@@H:4]([NH:5][C:6](=[O:7])[O:8][C:9]([CH3:10])([CH3:11])[CH3:12])[CH2:13][OH:14]. The catalyst class is: 11. (2) Reactant: [OH:1][C@H:2]1[CH2:19][C@:5]2([C:20]3[CH:21]=[C:22]([C:26]4[CH:31]=[CH:30][CH:29]=[C:28]([O:32][CH3:33])[CH:27]=4)[CH:23]=[CH:24][CH:25]=3)[N:6]=[C:7]([NH:10]C(=O)C3C=CC=CC=3)[S:8][CH2:9][C@@H:4]2[CH2:3]1.CO[NH3+].[Cl-:37].N1C=CC=CC=1. Product: [ClH:37].[NH2:10][C:7]1[S:8][CH2:9][C@@H:4]2[CH2:3][C@@H:2]([OH:1])[CH2:19][C@:5]2([C:20]2[CH:21]=[C:22]([C:26]3[CH:31]=[CH:30][CH:29]=[C:28]([O:32][CH3:33])[CH:27]=3)[CH:23]=[CH:24][CH:25]=2)[N:6]=1. The catalyst class is: 8. (3) Reactant: [NH:1]([C:8](=[O:42])[CH:9]([C:19]1[CH:41]=[CH:40][C:22]([C:23]([NH:25][C:26]2[CH:31]=[CH:30][CH:29]=[CH:28][C:27]=2[NH:32][C:33](=[O:39])[O:34][C:35]([CH3:38])([CH3:37])[CH3:36])=[O:24])=[CH:21][CH:20]=1)[C:10]([NH:12][C:13]1[CH:18]=[CH:17][CH:16]=[CH:15][CH:14]=1)=[O:11])[C:2]1[CH:7]=[CH:6][CH:5]=[CH:4][CH:3]=1.[CH3:43]C(C)([O-])C.[K+].CI. Product: [NH:1]([C:8](=[O:42])[C:9]([C:19]1[CH:41]=[CH:40][C:22]([C:23]([NH:25][C:26]2[CH:31]=[CH:30][CH:29]=[CH:28][C:27]=2[NH:32][C:33](=[O:39])[O:34][C:35]([CH3:36])([CH3:37])[CH3:38])=[O:24])=[CH:21][CH:20]=1)([C:10]([NH:12][C:13]1[CH:14]=[CH:15][CH:16]=[CH:17][CH:18]=1)=[O:11])[CH3:43])[C:2]1[CH:7]=[CH:6][CH:5]=[CH:4][CH:3]=1. The catalyst class is: 56. (4) Product: [CH:1]1([N:6]2[CH2:12][C:11]3([CH2:13][CH2:14]3)[C:10](=[O:15])[N:9]([CH3:16])[C:8]3[CH:17]=[N:18][C:19]([NH:21][C:22]4[CH:30]=[CH:29][C:25]([C:26]([NH:78][C@H:75]5[CH2:74][CH2:73][C@H:72]([N:69]6[CH2:68][CH2:67][N:66]([CH2:64][CH3:65])[CH2:71][CH2:70]6)[CH2:77][CH2:76]5)=[O:28])=[CH:24][C:23]=4[O:31][CH3:32])=[N:20][C:7]2=3)[CH2:5][CH2:4][CH2:3][CH2:2]1. Reactant: [CH:1]1([N:6]2[CH2:12][C:11]3([CH2:14][CH2:13]3)[C:10](=[O:15])[N:9]([CH3:16])[C:8]3[CH:17]=[N:18][C:19]([NH:21][C:22]4[CH:30]=[CH:29][C:25]([C:26]([OH:28])=O)=[CH:24][C:23]=4[O:31][CH3:32])=[N:20][C:7]2=3)[CH2:5][CH2:4][CH2:3][CH2:2]1.CCN(C(C)C)C(C)C.CN(C(ON1N=NC2C=CC=CC1=2)=[N+](C)C)C.[B-](F)(F)(F)F.[CH2:64]([N:66]1[CH2:71][CH2:70][N:69]([CH:72]2[CH2:77][CH2:76][CH:75]([NH2:78])[CH2:74][CH2:73]2)[CH2:68][CH2:67]1)[CH3:65]. The catalyst class is: 3. (5) Reactant: [OH:1][C:2]1[CH:7]=[CH:6][CH:5]=[CH:4][C:3]=1[C:8]1[CH:13]=[CH:12][N:11]=[CH:10][C:9]=1[N:14]([CH3:31])[C:15](=[O:30])[C:16]1[CH:21]=[C:20]([C:22]([F:25])([F:24])[F:23])[CH:19]=[C:18]([S:26]([CH3:29])(=[O:28])=[O:27])[CH:17]=1.C([O-])([O-])=O.[K+].[K+].I[CH:39]1[CH2:42][O:41][CH2:40]1.C([O-])(O)=O.[Na+]. Product: [CH3:29][S:26]([C:18]1[CH:17]=[C:16]([CH:21]=[C:20]([C:22]([F:24])([F:25])[F:23])[CH:19]=1)[C:15]([N:14]([CH3:31])[C:9]1[CH:10]=[N:11][CH:12]=[CH:13][C:8]=1[C:3]1[CH:4]=[CH:5][CH:6]=[CH:7][C:2]=1[O:1][CH:39]1[CH2:42][O:41][CH2:40]1)=[O:30])(=[O:28])=[O:27]. The catalyst class is: 31. (6) Product: [CH3:42][C:35]1[CH:34]=[C:33]([C:18]2[N:17]=[C:16]3[N:12]([CH2:11][C:7]4[CH:6]=[C:5]5[C:10](=[CH:9][CH:8]=4)[NH:1][C:2](=[O:45])[CH:3]=[CH:4]5)[N:13]=[N:14][C:15]3=[CH:20][CH:19]=2)[CH:41]=[CH:40][C:36]=1[C:37]([OH:39])=[O:38]. The catalyst class is: 6. Reactant: [N:1]1[C:10]2[C:5](=[CH:6][C:7]([CH2:11][N:12]3[C:16]4=[N:17][C:18](C5C=CC(C(O)=O)=CC=5)=[CH:19][CH:20]=[C:15]4[N:14]=[N:13]3)=[CH:8][CH:9]=2)[CH:4]=[CH:3][CH:2]=1.B([C:33]1[CH:41]=[CH:40][C:36]([C:37]([OH:39])=[O:38])=[C:35]([CH3:42])[CH:34]=1)(O)O.C([O-])(=[O:45])C.[K+].O1CCOCC1.